This data is from NCI-60 drug combinations with 297,098 pairs across 59 cell lines. The task is: Regression. Given two drug SMILES strings and cell line genomic features, predict the synergy score measuring deviation from expected non-interaction effect. (1) Drug 1: CCC1=CC2CC(C3=C(CN(C2)C1)C4=CC=CC=C4N3)(C5=C(C=C6C(=C5)C78CCN9C7C(C=CC9)(C(C(C8N6C)(C(=O)OC)O)OC(=O)C)CC)OC)C(=O)OC.C(C(C(=O)O)O)(C(=O)O)O. Drug 2: CN(C)C1=NC(=NC(=N1)N(C)C)N(C)C. Cell line: CAKI-1. Synergy scores: CSS=23.0, Synergy_ZIP=-4.65, Synergy_Bliss=-3.53, Synergy_Loewe=-37.6, Synergy_HSA=-1.45. (2) Drug 1: C1=NC2=C(N1)C(=S)N=C(N2)N. Drug 2: CC1CCCC2(C(O2)CC(NC(=O)CC(C(C(=O)C(C1O)C)(C)C)O)C(=CC3=CSC(=N3)C)C)C. Cell line: HL-60(TB). Synergy scores: CSS=40.9, Synergy_ZIP=-0.413, Synergy_Bliss=0.694, Synergy_Loewe=-1.19, Synergy_HSA=-1.17. (3) Drug 1: COC1=NC(=NC2=C1N=CN2C3C(C(C(O3)CO)O)O)N. Drug 2: C#CCC(CC1=CN=C2C(=N1)C(=NC(=N2)N)N)C3=CC=C(C=C3)C(=O)NC(CCC(=O)O)C(=O)O. Cell line: IGROV1. Synergy scores: CSS=64.1, Synergy_ZIP=0.0891, Synergy_Bliss=-0.451, Synergy_Loewe=-8.95, Synergy_HSA=-0.468. (4) Drug 1: CC1=C(C=C(C=C1)NC2=NC=CC(=N2)N(C)C3=CC4=NN(C(=C4C=C3)C)C)S(=O)(=O)N.Cl. Drug 2: CC1=C2C(C(=O)C3(C(CC4C(C3C(C(C2(C)C)(CC1OC(=O)C(C(C5=CC=CC=C5)NC(=O)OC(C)(C)C)O)O)OC(=O)C6=CC=CC=C6)(CO4)OC(=O)C)O)C)O. Cell line: SK-MEL-5. Synergy scores: CSS=40.3, Synergy_ZIP=10.9, Synergy_Bliss=10.9, Synergy_Loewe=-18.1, Synergy_HSA=8.19. (5) Drug 1: CC12CCC(CC1=CCC3C2CCC4(C3CC=C4C5=CN=CC=C5)C)O. Drug 2: COC1=NC(=NC2=C1N=CN2C3C(C(C(O3)CO)O)O)N. Cell line: OVCAR3. Synergy scores: CSS=3.03, Synergy_ZIP=-1.46, Synergy_Bliss=0.0267, Synergy_Loewe=-12.6, Synergy_HSA=-4.22. (6) Drug 1: C1=CC(=CC=C1C#N)C(C2=CC=C(C=C2)C#N)N3C=NC=N3. Drug 2: CCC(=C(C1=CC=CC=C1)C2=CC=C(C=C2)OCCN(C)C)C3=CC=CC=C3.C(C(=O)O)C(CC(=O)O)(C(=O)O)O. Cell line: HCT116. Synergy scores: CSS=-0.0625, Synergy_ZIP=-1.07, Synergy_Bliss=-6.91, Synergy_Loewe=-10.5, Synergy_HSA=-11.9.